From a dataset of Reaction yield outcomes from USPTO patents with 853,638 reactions. Predict the reaction yield, written as a fraction of the theoretical maximum amount of product (1.0 means a 100% yield; for example, 0.34 means a 34% yield). (1) The reactants are C([O:3][C:4](=[O:34])[C:5]([O:8][C:9]1[CH:14]=[CH:13][C:12]([O:15][CH2:16][CH2:17][CH:18]2[CH2:22][N:21]([CH2:23][C:24]3[CH:29]=[CH:28][C:27]([O:30][CH3:31])=[CH:26][CH:25]=3)[C:20](=[O:32])[N:19]2[CH3:33])=[CH:11][CH:10]=1)([CH3:7])[CH3:6])C.[OH-].[Na+]. The catalyst is C(O)C. The product is [CH3:31][O:30][C:27]1[CH:26]=[CH:25][C:24]([CH2:23][N:21]2[CH2:22][CH:18]([CH2:17][CH2:16][O:15][C:12]3[CH:11]=[CH:10][C:9]([O:8][C:5]([CH3:7])([CH3:6])[C:4]([OH:34])=[O:3])=[CH:14][CH:13]=3)[N:19]([CH3:33])[C:20]2=[O:32])=[CH:29][CH:28]=1. The yield is 0.790. (2) The reactants are [C:1]([O:5][C:6]([NH:8][CH2:9][C:10]1[C:11]([OH:20])=[C:12]([CH:17]=[CH:18][CH:19]=1)[C:13]([O:15]C)=[O:14])=[O:7])([CH3:4])([CH3:3])[CH3:2].C[Si](C)(C)[O-].[K+]. The catalyst is O1CCCC1. The product is [C:1]([O:5][C:6]([NH:8][CH2:9][C:10]1[C:11]([OH:20])=[C:12]([CH:17]=[CH:18][CH:19]=1)[C:13]([OH:15])=[O:14])=[O:7])([CH3:4])([CH3:2])[CH3:3]. The yield is 0.810.